From a dataset of Catalyst prediction with 721,799 reactions and 888 catalyst types from USPTO. Predict which catalyst facilitates the given reaction. (1) Reactant: [H-].[H-].[H-].[H-].[Li+].[Al+3].[CH3:7][O:8][C:9]1[CH:18]=[C:17]2[C:12]([CH2:13][CH2:14][CH:15]([N:19]([CH2:29][CH2:30][CH3:31])[C:20](=O)[CH2:21][N:22]3[CH2:27][CH2:26][NH:25][CH2:24][CH2:23]3)[CH2:16]2)=[CH:11][CH:10]=1.[OH-].[Na+]. Product: [CH3:7][O:8][C:9]1[CH:18]=[C:17]2[C:12]([CH2:13][CH2:14][CH:15]([N:19]([CH2:20][CH2:21][N:22]3[CH2:23][CH2:24][NH:25][CH2:26][CH2:27]3)[CH2:29][CH2:30][CH3:31])[CH2:16]2)=[CH:11][CH:10]=1. The catalyst class is: 1. (2) Reactant: [CH3:1][N:2]1[C:11]2[C:6](=[CH:7][CH:8]=[CH:9][CH:10]=2)[N:5]=[C:4]([C:12]([O:14]CC)=[O:13])[C:3]1=[O:17].[OH-].[Na+]. Product: [CH3:1][N:2]1[C:11]2[C:6](=[CH:7][CH:8]=[CH:9][CH:10]=2)[N:5]=[C:4]([C:12]([OH:14])=[O:13])[C:3]1=[O:17]. The catalyst class is: 8. (3) Reactant: [Si]([O:8][CH2:9][CH2:10][C:11]1([C:20]([O:22][CH2:23][CH3:24])=[O:21])[CH2:15][C:14]2([O:19]CCO2)[CH2:13][CH2:12]1)(C(C)(C)C)(C)C.[F-].C([N+](CCCC)(CCCC)CCCC)CCC.C1COCC1. Product: [CH2:23]1[O:22][C:20]2([C:11]3([CH2:12][CH2:13][C:14](=[O:19])[CH2:15]3)[CH2:10][CH2:9][O:8]2)[O:21][CH2:24]1. The catalyst class is: 6. (4) Reactant: [CH3:1][NH:2][C:3]([C:5]1[N:6]=[C:7]([C:18]2[CH:23]=[CH:22][CH:21]=[CH:20][N:19]=2)[S:8][C:9]=1[NH:10]C(OC(C)(C)C)=O)=[O:4].FC(F)(F)C(O)=O. Product: [CH3:1][NH:2][C:3]([C:5]1[N:6]=[C:7]([C:18]2[CH:23]=[CH:22][CH:21]=[CH:20][N:19]=2)[S:8][C:9]=1[NH2:10])=[O:4]. The catalyst class is: 4. (5) Reactant: Cl.[Br:2][C:3]1[CH:4]=[C:5]([NH:9][NH2:10])[CH:6]=[CH:7][CH:8]=1.[O-]CC.[Na+].[CH3:15][CH:16]([C:22](OCC)=[O:23])[C:17](OCC)=[O:18].C(OCC)(=O)C.CCCCCC. Product: [Br:2][C:3]1[CH:4]=[C:5]([N:9]2[C:22]([OH:23])=[C:16]([CH3:15])[C:17](=[O:18])[NH:10]2)[CH:6]=[CH:7][CH:8]=1. The catalyst class is: 8. (6) Reactant: [CH3:1][N:2]1[C:7](=[N:8][N+:9]([O-:11])=[O:10])[NH:6][CH2:5][O:4][CH2:3]1.[Cl:12][C:13]1[CH:18]=[CH:17][C:16]([CH2:19]Cl)=[CH:15][N:14]=1.C(=O)([O-])[O-].[K+].[K+]. Product: [Cl:12][C:13]1[CH:18]=[CH:17][C:16]([CH2:19][N:6]2[CH2:5][O:4][CH2:3][N:2]([CH3:1])[C:7]2=[N:8][N+:9]([O-:11])=[O:10])=[CH:15][N:14]=1. The catalyst class is: 9. (7) Reactant: [OH:1][C:2]1[CH:9]=[CH:8][C:5]([CH:6]=O)=[CH:4][CH:3]=1.[C@H:10]12[CH2:16][C@H:13]([NH:14][CH2:15]1)[CH2:12][N:11]2[C:17]([O:19][C:20]([CH3:23])([CH3:22])[CH3:21])=[O:18].C(O)(=O)C.C(O[BH-](OC(=O)C)OC(=O)C)(=O)C.[Na+]. Product: [OH:1][C:2]1[CH:9]=[CH:8][C:5]([CH2:6][N:14]2[CH2:15][C@@H:10]3[CH2:16][C@H:13]2[CH2:12][N:11]3[C:17]([O:19][C:20]([CH3:23])([CH3:22])[CH3:21])=[O:18])=[CH:4][CH:3]=1. The catalyst class is: 2. (8) Reactant: Br[C:2]1[CH:3]=[C:4]([CH:13]=[CH:14][CH:15]=1)[O:5][Si:6]([C:9]([CH3:12])([CH3:11])[CH3:10])([CH3:8])[CH3:7].[Li]CCCC.[C:21]([O:25][C:26]([N:28]1[CH2:33][CH2:32][CH:31]([C:34](=[O:39])N(OC)C)[CH2:30][CH2:29]1)=[O:27])([CH3:24])([CH3:23])[CH3:22]. Product: [C:21]([O:25][C:26]([N:28]1[CH2:33][CH2:32][CH:31]([C:34](=[O:39])[C:2]2[CH:15]=[CH:14][CH:13]=[C:4]([O:5][Si:6]([C:9]([CH3:12])([CH3:11])[CH3:10])([CH3:8])[CH3:7])[CH:3]=2)[CH2:30][CH2:29]1)=[O:27])([CH3:24])([CH3:23])[CH3:22]. The catalyst class is: 1. (9) Reactant: [Br:1][C:2]1[N:7]=[C:6]([CH2:8]O)[CH:5]=[CH:4][CH:3]=1.S(Cl)([Cl:13])(=O)=O. Product: [Br:1][C:2]1[CH:3]=[CH:4][CH:5]=[C:6]([CH2:8][Cl:13])[N:7]=1. The catalyst class is: 22. (10) Reactant: [CH3:1][O:2][C:3]1[CH:8]=[CH:7][C:6]([C:9]([C:11]2[C:20]([N+:21]([O-])=O)=[C:19]3[C:14]([CH:15]=[CH:16][CH:17]=[N:18]3)=[CH:13][CH:12]=2)=[O:10])=[CH:5][CH:4]=1. Product: [NH2:21][C:20]1[C:11]([C:9]([C:6]2[CH:5]=[CH:4][C:3]([O:2][CH3:1])=[CH:8][CH:7]=2)=[O:10])=[CH:12][CH:13]=[C:14]2[C:19]=1[N:18]=[CH:17][CH:16]=[CH:15]2. The catalyst class is: 354.